Dataset: Forward reaction prediction with 1.9M reactions from USPTO patents (1976-2016). Task: Predict the product of the given reaction. (1) Given the reactants [ClH:1].Cl.[CH2:3]([C@H]1N(C)CCN(C2CCCC[C@@]2(C(C2C=CC=C(OC(F)(F)F)C=2)C)O)C1)C.Cl.Cl.[CH2:34]([CH:36]1[NH:41][CH2:40][CH2:39][N:38]([CH2:42][C@@H:43]([C:55]2([OH:61])[CH2:60][CH2:59][CH2:58][CH2:57][CH2:56]2)[C:44]2[CH:49]=[CH:48][CH:47]=[C:46]([O:50][C:51]([F:54])([F:53])[F:52])[CH:45]=2)[CH2:37]1)[CH3:35], predict the reaction product. The product is: [ClH:1].[ClH:1].[CH2:34]([C@H:36]1[N:41]([CH3:3])[CH2:40][CH2:39][N:38]([CH2:42][C@@H:43]([C:55]2([OH:61])[CH2:60][CH2:59][CH2:58][CH2:57][CH2:56]2)[C:44]2[CH:49]=[CH:48][CH:47]=[C:46]([O:50][C:51]([F:53])([F:54])[F:52])[CH:45]=2)[CH2:37]1)[CH3:35]. (2) Given the reactants [CH3:1][O:2][CH2:3][C@H:4]([CH3:46])[O:5][C:6]1[CH:7]=[C:8]([CH:20]=[C:21]([C:23]2[NH:24][C:25]([C:28]3[O:29][C@@H:30]([CH2:34][O:35][Si](C(C)C)(C(C)C)C(C)C)[C@@H:31]([CH3:33])[N:32]=3)=[CH:26][CH:27]=2)[CH:22]=1)[O:9][C:10]1[CH:11]=[CH:12][C:13]([S:16]([CH3:19])(=[O:18])=[O:17])=[N:14][CH:15]=1.[F-].C([N+](CCCC)(CCCC)CCCC)CCC.O, predict the reaction product. The product is: [CH3:1][O:2][CH2:3][C@H:4]([CH3:46])[O:5][C:6]1[CH:22]=[C:21]([C:23]2[NH:24][C:25]([C:28]3[O:29][C@@H:30]([CH2:34][OH:35])[C@@H:31]([CH3:33])[N:32]=3)=[CH:26][CH:27]=2)[CH:20]=[C:8]([O:9][C:10]2[CH:15]=[N:14][C:13]([S:16]([CH3:19])(=[O:17])=[O:18])=[CH:12][CH:11]=2)[CH:7]=1. (3) Given the reactants [CH:1]1([NH:4][C:5](=[O:16])[C:6]2[CH:11]=[CH:10][C:9]([CH3:12])=[C:8]([N+:13]([O-])=O)[CH:7]=2)[CH2:3][CH2:2]1, predict the reaction product. The product is: [NH2:13][C:8]1[CH:7]=[C:6]([CH:11]=[CH:10][C:9]=1[CH3:12])[C:5]([NH:4][CH:1]1[CH2:2][CH2:3]1)=[O:16]. (4) The product is: [F:28][CH:14]([CH2:15][CH2:16][N:17]1[CH:22]=[CH:21][C:20]([CH2:23][OH:24])=[CH:19][C:18]1=[O:27])[CH2:13][N:11]1[CH:12]=[C:8]([C:6]([O:5][C:1]([CH3:2])([CH3:4])[CH3:3])=[O:7])[N:9]=[N:10]1. Given the reactants [C:1]([O:5][C:6]([C:8]1[N:9]=[N:10][N:11]([CH2:13][CH:14]([F:28])[CH2:15][CH2:16][N:17]2[CH:22]=[CH:21][C:20]([C:23](OC)=[O:24])=[CH:19][C:18]2=[O:27])[CH:12]=1)=[O:7])([CH3:4])([CH3:3])[CH3:2].[BH4-].[Na+], predict the reaction product. (5) Given the reactants [CH3:1][O:2][C:3]1[CH:28]=[CH:27][C:6]([CH2:7][N:8]2[C:12]3=[N:13][CH:14]=[CH:15][C:16]([O:17][C:18]4[CH:23]=[CH:22][C:21]([NH2:24])=[CH:20][C:19]=4[F:25])=[C:11]3[C:10](I)=[N:9]2)=[CH:5][CH:4]=1.[CH3:29][N:30]1[CH2:35][CH2:34][CH:33]([NH2:36])[CH2:32][CH2:31]1.N1CCC[C@H]1C(O)=O.C([O-])([O-])=O.[K+].[K+], predict the reaction product. The product is: [NH2:24][C:21]1[CH:22]=[CH:23][C:18]([O:17][C:16]2[CH:15]=[CH:14][N:13]=[C:12]3[N:8]([CH2:7][C:6]4[CH:27]=[CH:28][C:3]([O:2][CH3:1])=[CH:4][CH:5]=4)[N:9]=[C:10]([NH:36][CH:33]4[CH2:34][CH2:35][N:30]([CH3:29])[CH2:31][CH2:32]4)[C:11]=23)=[C:19]([F:25])[CH:20]=1.